Dataset: Full USPTO retrosynthesis dataset with 1.9M reactions from patents (1976-2016). Task: Predict the reactants needed to synthesize the given product. Given the product [C:30]([O:34][C:35]([N:37]1[CH2:42][CH2:41][C:40]([CH2:43][N:19]2[C:18](=[O:23])[C:17](=[CH:16][C:12]3[CH:11]=[C:10]4[C:15](=[CH:14][CH:13]=3)[N:7]([CH2:6][C:5]3[CH:24]=[CH:25][C:2]([Cl:1])=[CH:3][C:4]=3[C:26]([F:27])([F:29])[F:28])[N:8]=[CH:9]4)[S:21][C:20]2=[O:22])([F:45])[CH2:39][CH2:38]1)=[O:36])([CH3:33])([CH3:31])[CH3:32], predict the reactants needed to synthesize it. The reactants are: [Cl:1][C:2]1[CH:25]=[CH:24][C:5]([CH2:6][N:7]2[C:15]3[C:10](=[CH:11][C:12]([CH:16]=[C:17]4[S:21][C:20](=[O:22])[NH:19][C:18]4=[O:23])=[CH:13][CH:14]=3)[CH:9]=[N:8]2)=[C:4]([C:26]([F:29])([F:28])[F:27])[CH:3]=1.[C:30]([O:34][C:35]([N:37]1[CH2:42][CH2:41][C:40]([F:45])([CH2:43]O)[CH2:39][CH2:38]1)=[O:36])([CH3:33])([CH3:32])[CH3:31].